From a dataset of Reaction yield outcomes from USPTO patents with 853,638 reactions. Predict the reaction yield, written as a fraction of the theoretical maximum amount of product (1.0 means a 100% yield; for example, 0.34 means a 34% yield). (1) The reactants are CC(C[AlH]CC(C)C)C.CCCCCC.[CH3:16][C:17]1[N:18]([C:23]2[N:28]=[C:27]([C:29]3[CH:36]=[CH:35][C:32]([C:33]#N)=[CH:31][CH:30]=3)[CH:26]=[C:25]([CH3:37])[CH:24]=2)[C:19]([CH3:22])=[CH:20][CH:21]=1.Cl.C([O:41]CC)C. The catalyst is C(Cl)Cl. The product is [CH3:16][C:17]1[N:18]([C:23]2[N:28]=[C:27]([C:29]3[CH:36]=[CH:35][C:32]([CH:33]=[O:41])=[CH:31][CH:30]=3)[CH:26]=[C:25]([CH3:37])[CH:24]=2)[C:19]([CH3:22])=[CH:20][CH:21]=1. The yield is 0.510. (2) The reactants are [N:1]1([C:7]2[N:15]=[C:14]([C:16]3[CH:17]=[N:18][C:19]([NH:22]C(=O)OC(C)(C)C)=[N:20][CH:21]=3)[N:13]=[C:12]3[C:8]=2[N:9]=[C:10]([N:35]2[CH2:40][CH2:39][NH:38][CH2:37][CH2:36]2)[N:11]3[CH2:30][C:31]([F:34])([F:33])[F:32])[CH2:6][CH2:5][O:4][CH2:3][CH2:2]1.[F:41][C:42]([F:47])([F:46])[C:43]([OH:45])=[O:44]. The catalyst is C(Cl)Cl. The product is [F:41][C:42]([F:47])([F:46])[C:43]([OH:45])=[O:44].[N:1]1([C:7]2[N:15]=[C:14]([C:16]3[CH:17]=[N:18][C:19]([NH2:22])=[N:20][CH:21]=3)[N:13]=[C:12]3[C:8]=2[N:9]=[C:10]([N:35]2[CH2:36][CH2:37][NH:38][CH2:39][CH2:40]2)[N:11]3[CH2:30][C:31]([F:32])([F:34])[F:33])[CH2:6][CH2:5][O:4][CH2:3][CH2:2]1. The yield is 1.00. (3) The reactants are [N+:1]([C:4]1[CH:9]=[CH:8][C:7](/[CH:10]=[CH:11]/[C:12]2[N:17]=[C:16]([NH2:18])[N:15]=[C:14]([NH:19][C:20]3[CH:25]=[CH:24][C:23]([O:26][C:27]4[CH:32]=[CH:31][N:30]=[C:29]([C:33]([F:36])([F:35])[F:34])[CH:28]=4)=[CH:22][CH:21]=3)[CH:13]=2)=[CH:6][CH:5]=1)([O-])=O.[OH2:37].[OH2:38].Cl[Sn]Cl. The product is [F:34][C:33]([F:36])([F:35])[C:29]([OH:38])=[O:37].[NH2:1][C:4]1[CH:9]=[CH:8][C:7](/[CH:10]=[CH:11]\[C:12]2[N:17]=[C:16]([NH2:18])[N:15]=[C:14]([NH:19][C:20]3[CH:21]=[CH:22][C:23]([O:26][C:27]4[CH:32]=[CH:31][N:30]=[C:29]([C:33]([F:35])([F:36])[F:34])[CH:28]=4)=[CH:24][CH:25]=3)[CH:13]=2)=[CH:6][CH:5]=1. The yield is 0.340. The catalyst is CCO. (4) The reactants are Cl.[NH2:2][C:3]1[N:4]=[CH:5][NH:6][C:7]=1[C:8]([NH2:10])=[O:9].[F:11][C:12]1[CH:13]=[C:14]2[C:18](=[CH:19][CH:20]=1)[NH:17][C:16](C=O)=[CH:15]2.[BH3-]C#[N:25].[Na+]. The catalyst is CO. The product is [F:11][C:12]1[CH:13]=[C:14]2[C:18](=[CH:19][CH:20]=1)[NH:17][C:16]([NH:25][NH:2][C:3]1[N:4]=[CH:5][NH:6][C:7]=1[C:8]([NH2:10])=[O:9])=[CH:15]2. The yield is 0.700. (5) The reactants are Br[C:2]1[CH:7]=[CH:6][C:5]([CH:8]=[CH:9][C:10]([O:12][CH3:13])=[O:11])=[C:4]([F:14])[CH:3]=1.[CH2:15]([NH:22][C:23](=[O:41])[N:24]([CH3:40])[C:25]1[CH:30]=[CH:29][CH:28]=[C:27](B2OC(C)(C)C(C)(C)O2)[CH:26]=1)[CH2:16][CH2:17][CH2:18][CH2:19][CH2:20][CH3:21].O. The catalyst is CN(C)C=O.P([O-])([O-])([O-])=O.[K+].[K+].[K+].C1C=CC([P]([Pd]([P](C2C=CC=CC=2)(C2C=CC=CC=2)C2C=CC=CC=2)([P](C2C=CC=CC=2)(C2C=CC=CC=2)C2C=CC=CC=2)[P](C2C=CC=CC=2)(C2C=CC=CC=2)C2C=CC=CC=2)(C2C=CC=CC=2)C2C=CC=CC=2)=CC=1. The product is [F:14][C:4]1[CH:3]=[C:2]([C:29]2[CH:28]=[CH:27][CH:26]=[C:25]([N:24]([CH3:40])[C:23]([NH:22][CH2:15][CH2:16][CH2:17][CH2:18][CH2:19][CH2:20][CH3:21])=[O:41])[CH:30]=2)[CH:7]=[CH:6][C:5]=1[CH:8]=[CH:9][C:10]([O:12][CH3:13])=[O:11]. The yield is 0.420.